From a dataset of Full USPTO retrosynthesis dataset with 1.9M reactions from patents (1976-2016). Predict the reactants needed to synthesize the given product. (1) Given the product [CH2:13]([O:20][C:21](=[O:37])[NH:22][C@@H:23]([CH2:32][S:33](=[O:35])(=[O:34])[NH:7][CH2:6][C:5]1[CH:8]=[CH:9][CH:10]=[C:3]([C:2]([F:11])([F:12])[F:1])[CH:4]=1)[CH2:24][C:25]1[CH:30]=[CH:29][CH:28]=[CH:27][C:26]=1[F:31])[C:14]1[CH:15]=[CH:16][CH:17]=[CH:18][CH:19]=1, predict the reactants needed to synthesize it. The reactants are: [F:1][C:2]([F:12])([F:11])[C:3]1[CH:4]=[C:5]([CH:8]=[CH:9][CH:10]=1)[CH2:6][NH2:7].[CH2:13]([O:20][C:21](=[O:37])[NH:22][C@@H:23]([CH2:32][S:33](Cl)(=[O:35])=[O:34])[CH2:24][C:25]1[CH:30]=[CH:29][CH:28]=[CH:27][C:26]=1[F:31])[C:14]1[CH:19]=[CH:18][CH:17]=[CH:16][CH:15]=1. (2) Given the product [NH2:4][C:5]1[S:6][C:7]([S:11]([N:14]2[CH2:18][CH2:17][CH:16]([OH:19])[CH2:15]2)(=[O:13])=[O:12])=[C:8]([CH3:10])[N:9]=1, predict the reactants needed to synthesize it. The reactants are: C([NH:4][C:5]1[S:6][C:7]([S:11]([N:14]2[CH2:18][CH2:17][CH:16]([OH:19])[CH2:15]2)(=[O:13])=[O:12])=[C:8]([CH3:10])[N:9]=1)(=O)C. (3) Given the product [CH:30]1([CH2:29][O:28][C:22]2[CH:23]=[CH:24][C:25]([CH3:27])=[CH:26][C:21]=2[C:20]2[CH:19]=[CH:18][N:17]=[C:16]3[C:12]([C:10]([NH:9][C@H:6]4[CH2:7][CH2:8][C@H:3]([NH:2][C:34](=[O:37])[CH2:35][CH3:36])[CH2:4][CH2:5]4)=[O:11])=[C:13]([CH3:33])[NH:14][C:15]=23)[CH2:31][CH2:32]1, predict the reactants needed to synthesize it. The reactants are: Cl.[NH2:2][C@H:3]1[CH2:8][CH2:7][C@H:6]([NH:9][C:10]([C:12]2[C:16]3=[N:17][CH:18]=[CH:19][C:20]([C:21]4[CH:26]=[C:25]([CH3:27])[CH:24]=[CH:23][C:22]=4[O:28][CH2:29][CH:30]4[CH2:32][CH2:31]4)=[C:15]3[NH:14][C:13]=2[CH3:33])=[O:11])[CH2:5][CH2:4]1.[C:34](Cl)(=[O:37])[CH2:35][CH3:36]. (4) Given the product [F:26][C:23]1[CH:24]=[CH:25][C:20]([N:13]2[CH2:14][CH2:15][C:16]3[N:17]=[C:9]([CH2:8][O:1][C:2]4[CH:7]=[CH:6][CH:5]=[CH:4][CH:3]=4)[O:10][C:11]=3[C:12]2=[O:18])=[CH:21][CH:22]=1, predict the reactants needed to synthesize it. The reactants are: [O:1]([CH2:8][C:9]1[O:10][C:11]2[C:12](=[O:18])[NH:13][CH2:14][CH2:15][C:16]=2[N:17]=1)[C:2]1[CH:7]=[CH:6][CH:5]=[CH:4][CH:3]=1.Br[C:20]1[CH:25]=[CH:24][C:23]([F:26])=[CH:22][CH:21]=1.CN(C)CCN.C([O-])([O-])=O.[K+].[K+]. (5) Given the product [NH2:1][N:2]1[C:10]2[C:6]([N:7]3[N:13]([CH3:14])[C:12](=[O:15])[N:11]([CH2:37][CH:38]4[CH2:42][CH2:41][N:40]([C:43]5[CH:48]=[CH:47][C:46]([O:49][CH3:50])=[CH:45][CH:44]=5)[CH2:39]4)[CH:8]3[N:9]=2)=[C:5]([C:16]2[O:17][CH:18]=[CH:19][CH:20]=2)[N:4]=[CH:3]1, predict the reactants needed to synthesize it. The reactants are: [NH2:1][N:2]1[C:10]2[C:6]([N:7]3[N:13]([CH3:14])[C:12](=[O:15])[NH:11][CH:8]3[N:9]=2)=[C:5]([C:16]2[O:17][CH:18]=[CH:19][CH:20]=2)[N:4]=[CH:3]1.CN(C=O)C.C(=O)([O-])[O-].[K+].[K+].CS(O[CH2:37][CH:38]1[CH2:42][CH2:41][N:40]([C:43]2[CH:48]=[CH:47][C:46]([O:49][CH3:50])=[CH:45][CH:44]=2)[CH2:39]1)(=O)=O. (6) Given the product [CH:20]1([C:16]2[NH:15][C:14]3[C:13](=[O:25])[N:12]([CH2:26][CH2:27][CH3:28])[C:11]([O:10][C:6]4[CH:5]=[C:4]([CH:9]=[CH:8][CH:7]=4)[C:3]([NH2:31])=[O:2])=[N:19][C:18]=3[N:17]=2)[CH2:21][CH2:22][CH2:23][CH2:24]1, predict the reactants needed to synthesize it. The reactants are: C[O:2][C:3](=O)[C:4]1[CH:9]=[CH:8][CH:7]=[C:6]([O:10][C:11]2[N:12]([CH2:26][CH2:27][CH3:28])[C:13](=[O:25])[C:14]3[NH:15][C:16]([CH:20]4[CH2:24][CH2:23][CH2:22][CH2:21]4)=[N:17][C:18]=3[N:19]=2)[CH:5]=1.C[N:31]1CCCN2C1=NCCC2.N.